Dataset: Full USPTO retrosynthesis dataset with 1.9M reactions from patents (1976-2016). Task: Predict the reactants needed to synthesize the given product. (1) The reactants are: [NH2:1][C:2]1[CH:3]=[C:4]2[C:9](=[CH:10][CH:11]=1)[N:8]=[C:7]([CH3:12])[N:6]([C:13]1[CH:18]=[CH:17][C:16]([O:19][CH2:20][CH2:21][CH2:22][N:23]3[CH2:28][CH2:27][CH2:26][CH2:25][CH2:24]3)=[CH:15][CH:14]=1)[C:5]2=[O:29].[C:30](Cl)(=[O:32])[CH3:31].C(OCC)(=O)C.[OH-].[Na+]. Given the product [C:30]([NH:1][C:2]1[CH:3]=[C:4]2[C:9](=[CH:10][CH:11]=1)[N:8]=[C:7]([CH3:12])[N:6]([C:13]1[CH:14]=[CH:15][C:16]([O:19][CH2:20][CH2:21][CH2:22][N:23]3[CH2:28][CH2:27][CH2:26][CH2:25][CH2:24]3)=[CH:17][CH:18]=1)[C:5]2=[O:29])(=[O:32])[CH3:31], predict the reactants needed to synthesize it. (2) The reactants are: [CH2:1]([O:8][C:9]1[CH:33]=[CH:32][C:12]([C:13]([NH:15][C:16]2[CH:21]=[CH:20][C:19]([O:22][CH3:23])=[C:18]([O:24]CC3C=CC=CC=3)[CH:17]=2)=[O:14])=[CH:11][C:10]=1[O:34]C)C1C=CC=CC=1.OCC1(OC[C@@H](O)[C@@H](O)[C@H]1O)O. Given the product [OH:34][C:10]1[CH:11]=[C:12]([CH:32]=[CH:33][C:9]=1[O:8][CH3:1])[C:13]([NH:15][C:16]1[CH:21]=[CH:20][C:19]([O:22][CH3:23])=[C:18]([OH:24])[CH:17]=1)=[O:14], predict the reactants needed to synthesize it. (3) Given the product [C:8]([C:12]1[CH:13]=[C:14]([NH:68][S:69]([CH3:72])(=[O:71])=[O:70])[C:15]([O:66][CH3:67])=[C:16]([NH:18][C:19](=[O:65])[NH:20][C:21]2[C:30]3[C:25](=[CH:26][CH:27]=[CH:28][CH:29]=3)[C:24]([O:31][C:32]3[CH:37]=[CH:36][N:35]=[C:34]([NH:38][C:39]4[CH:40]=[C:41]([CH:60]=[C:61]([O:63][CH3:64])[CH:62]=4)[C:42]([NH:44][CH2:45][CH2:46][O:47][CH2:48][CH2:49][O:50][CH2:51][CH2:52][C:53]([OH:55])=[O:54])=[O:43])[N:33]=3)=[CH:23][CH:22]=2)[CH:17]=1)([CH3:11])([CH3:9])[CH3:10], predict the reactants needed to synthesize it. The reactants are: C(O)(C(F)(F)F)=O.[C:8]([C:12]1[CH:13]=[C:14]([NH:68][S:69]([CH3:72])(=[O:71])=[O:70])[C:15]([O:66][CH3:67])=[C:16]([NH:18][C:19](=[O:65])[NH:20][C:21]2[C:30]3[C:25](=[CH:26][CH:27]=[CH:28][CH:29]=3)[C:24]([O:31][C:32]3[CH:37]=[CH:36][N:35]=[C:34]([NH:38][C:39]4[CH:40]=[C:41]([CH:60]=[C:61]([O:63][CH3:64])[CH:62]=4)[C:42]([NH:44][CH2:45][CH2:46][O:47][CH2:48][CH2:49][O:50][CH2:51][CH2:52][C:53]([O:55]C(C)(C)C)=[O:54])=[O:43])[N:33]=3)=[CH:23][CH:22]=2)[CH:17]=1)([CH3:11])([CH3:10])[CH3:9]. (4) Given the product [CH3:1][O:2][C:3]1[CH:8]=[CH:7][CH:6]=[CH:5][C:4]=1[NH:9][S:17]([C:12]1[CH:13]=[CH:14][CH:15]=[CH:16][C:11]=1[CH3:10])(=[O:19])=[O:18], predict the reactants needed to synthesize it. The reactants are: [CH3:1][O:2][C:3]1[C:4]([NH2:9])=[CH:5][CH:6]=[CH:7][CH:8]=1.[CH3:10][C:11]1[CH:16]=[CH:15][CH:14]=[CH:13][C:12]=1[S:17](Cl)(=[O:19])=[O:18].